Task: Predict the reaction yield, written as a fraction of the theoretical maximum amount of product (1.0 means a 100% yield; for example, 0.34 means a 34% yield).. Dataset: Reaction yield outcomes from USPTO patents with 853,638 reactions (1) The reactants are COC([CH:5]1[C:13](=[O:14])[CH:12]([CH3:15])[C@H:11]2[N:7]([CH2:8][CH2:9][CH2:10]2)[C:6]1=[O:16])=O.C(=O)([O-])O.[Na+]. The catalyst is C(O)(=O)C. The product is [CH3:15][CH:12]1[C@H:11]2[N:7]([CH2:8][CH2:9][CH2:10]2)[C:6](=[O:16])[CH2:5][C:13]1=[O:14]. The yield is 0.920. (2) The reactants are [Br:1][C:2]1[C:14]([F:15])=[CH:13][C:12]([C:16]([OH:18])=[O:17])=[C:11]2[C:3]=1[C:4]1[CH2:5][CH2:6][CH:7]([C:19]([O:21][CH2:22][CH3:23])=[O:20])[CH2:8][C:9]=1[NH:10]2.ClC1C(=O)C(C#N)=C(C#N)C(=O)C=1Cl. The catalyst is C1COCC1.CCOC(C)=O. The product is [Br:1][C:2]1[C:3]2[C:4]3[C:9](=[CH:8][C:7]([C:19]([O:21][CH2:22][CH3:23])=[O:20])=[CH:6][CH:5]=3)[NH:10][C:11]=2[C:12]([C:16]([OH:18])=[O:17])=[CH:13][C:14]=1[F:15]. The yield is 0.840. (3) The reactants are [Cl:1][C:2]1[C:3]([CH3:11])=[C:4]([C:8](=O)[CH3:9])[CH:5]=[CH:6][CH:7]=1.Cl.[NH2:13][OH:14]. The catalyst is C(O)C. The product is [Cl:1][C:2]1[C:3]([CH3:11])=[C:4](/[C:8](=[N:13]\[OH:14])/[CH3:9])[CH:5]=[CH:6][CH:7]=1. The yield is 0.900. (4) The reactants are Cl[C:2]1[CH:11]=[C:10]([N:12]([CH3:14])[CH3:13])[C:9]2[C:4](=[CH:5][CH:6]=[CH:7][CH:8]=2)[N:3]=1.[CH2:15]([O:22][C:23](=[O:33])[NH:24][CH2:25][C@H:26]1[CH2:31][CH2:30][C@@H:29]([NH2:32])[CH2:28][CH2:27]1)[C:16]1[CH:21]=[CH:20][CH:19]=[CH:18][CH:17]=1.C([O-])(O)=O.[Na+]. The catalyst is C(O)CCC. The product is [CH2:15]([O:22][C:23](=[O:33])[NH:24][CH2:25][C@H:26]1[CH2:31][CH2:30][C@@H:29]([NH:32][C:2]2[CH:11]=[C:10]([N:12]([CH3:14])[CH3:13])[C:9]3[C:4](=[CH:5][CH:6]=[CH:7][CH:8]=3)[N:3]=2)[CH2:28][CH2:27]1)[C:16]1[CH:17]=[CH:18][CH:19]=[CH:20][CH:21]=1. The yield is 0.390. (5) The reactants are [C:1]([C:3]1[CH:19]=[CH:18][C:6]([O:7][C:8]2[CH:9]=[CH:10][C:11]3[B:15]([OH:16])[O:14][CH2:13][C:12]=3[CH:17]=2)=[CH:5][C:4]=1[OH:20])#[N:2].[H-].[Na+].[CH:23]1(I)[CH2:27][CH2:26][CH2:25][CH2:24]1. The catalyst is C1COCC1.CN(C=O)C. The product is [CH:23]1([O:20][C:4]2[CH:5]=[C:6]([O:7][C:8]3[CH:9]=[CH:10][C:11]4[B:15]([OH:16])[O:14][CH2:13][C:12]=4[CH:17]=3)[CH:18]=[CH:19][C:3]=2[C:1]#[N:2])[CH2:27][CH2:26][CH2:25][CH2:24]1. The yield is 0.126. (6) The reactants are [CH2:1]([O:8][C:9]1[CH:24]=[CH:23][C:22](Br)=[CH:21][C:10]=1[C:11]([O:13][CH2:14][C:15]1[CH:20]=[CH:19][CH:18]=[CH:17][CH:16]=1)=[O:12])[C:2]1[CH:7]=[CH:6][CH:5]=[CH:4][CH:3]=1.C(=O)([O-])[O-].[Na+].[Na+].C[C:33]([N:35](C)C)=O. The catalyst is O.[C-]#N.[C-]#N.[C-]#N.[C-]#N.[C-]#N.[C-]#N.O.O.O.[K+].[K+].[K+].[K+].[Fe+2].C([O-])(=O)C.[Pd+2].C([O-])(=O)C. The product is [CH2:1]([O:8][C:9]1[CH:24]=[CH:23][C:22]([C:33]#[N:35])=[CH:21][C:10]=1[C:11]([O:13][CH2:14][C:15]1[CH:20]=[CH:19][CH:18]=[CH:17][CH:16]=1)=[O:12])[C:2]1[CH:7]=[CH:6][CH:5]=[CH:4][CH:3]=1. The yield is 0.720. (7) The catalyst is C1(C)C=CC=CC=1. The reactants are [CH3:1][O:2][C:3](=[O:29])[CH:4]([CH2:24][CH:25]=[CH:26][CH2:27]Br)[CH2:5][C:6]([CH3:23])=[CH:7][CH2:8][C:9]1[C:10]([OH:22])=[C:11]2[C:15](=[C:16]([CH3:20])[C:17]=1[O:18][CH3:19])[CH2:14][O:13][C:12]2=[O:21].[CH2:30]([O:32][P:33]([O:37]CC)[O:34][CH2:35][CH3:36])[CH3:31]. The yield is 0.430. The product is [CH3:1][O:2][C:3](=[O:29])[CH:4]([CH2:24][CH:25]=[CH:26][CH2:27][P:33]([O:34][CH2:35][CH3:36])([O:32][CH2:30][CH3:31])=[O:37])[CH2:5][C:6]([CH3:23])=[CH:7][CH2:8][C:9]1[C:10]([OH:22])=[C:11]2[C:15](=[C:16]([CH3:20])[C:17]=1[O:18][CH3:19])[CH2:14][O:13][C:12]2=[O:21].